This data is from Peptide-MHC class II binding affinity with 134,281 pairs from IEDB. The task is: Regression. Given a peptide amino acid sequence and an MHC pseudo amino acid sequence, predict their binding affinity value. This is MHC class II binding data. The peptide sequence is KGLHHLQLILTGKMA. The MHC is DRB1_0101 with pseudo-sequence DRB1_0101. The binding affinity (normalized) is 0.614.